From a dataset of Reaction yield outcomes from USPTO patents with 853,638 reactions. Predict the reaction yield, written as a fraction of the theoretical maximum amount of product (1.0 means a 100% yield; for example, 0.34 means a 34% yield). (1) The reactants are [N+:1]([C:4]1[CH:5]=[CH:6][C:7]2[O:12][C@:11]([CH3:18])([CH:13]([O:16][CH3:17])[O:14][CH3:15])[C@H:10]3[O:19][C@H:9]3[C:8]=2[CH:20]=1)([O-:3])=[O:2].[Cl:21][C:22]1[CH:27]=[CH:26][C:25]([NH:28][CH2:29][C:30]2[NH:31][CH:32]=[CH:33][N:34]=2)=[CH:24][CH:23]=1.C([O-])(O)=O.[Na+]. The catalyst is C(#N)C.[Co](Cl)Cl. The product is [N+:1]([C:4]1[CH:5]=[CH:6][C:7]2[O:12][C@:11]([CH3:18])([CH:13]([O:16][CH3:17])[O:14][CH3:15])[C@@H:10]([OH:19])[C@H:9]([N:28]([C:25]3[CH:26]=[CH:27][C:22]([Cl:21])=[CH:23][CH:24]=3)[CH2:29][C:30]3[NH:31][CH:32]=[CH:33][N:34]=3)[C:8]=2[CH:20]=1)([O-:3])=[O:2]. The yield is 0.400. (2) The reactants are [NH2:1][C:2]1[C:20]([Br:21])=[CH:19][C:5]([CH2:6][C@H:7]([C:16]([OH:18])=O)[NH:8][C:9]([O:11][C:12]([CH3:15])([CH3:14])[CH3:13])=[O:10])=[CH:4][C:3]=1[Br:22].[N:23]1[CH:28]=[CH:27][C:26]([N:29]2[CH2:34][CH2:33][NH:32][CH2:31][CH2:30]2)=[N:25][CH:24]=1.CN(C(ON1N=NC2C=CC=CC1=2)=[N+](C)C)C.[B-](F)(F)(F)F. No catalyst specified. The product is [NH2:1][C:2]1[C:3]([Br:22])=[CH:4][C:5]([CH2:6][C@H:7]([C:16]([N:32]2[CH2:33][CH2:34][N:29]([C:26]3[CH:27]=[CH:28][N:23]=[CH:24][N:25]=3)[CH2:30][CH2:31]2)=[O:18])[NH:8][C:9]([O:11][C:12]([CH3:13])([CH3:14])[CH3:15])=[O:10])=[CH:19][C:20]=1[Br:21]. The yield is 0.920. (3) The reactants are [CH2:1]([O:3][C:4]([C:6]1([C:9]2[CH:14]=[CH:13][C:12]([C:15]3[CH:20]=[CH:19][C:18]([C:21]4[S:22][C:23]([F:29])=CC=4C(O)=O)=[CH:17][CH:16]=3)=[CH:11][CH:10]=2)[CH2:8][CH2:7]1)=[O:5])[CH3:2].C([N:32]([CH2:35][CH3:36])[CH2:33]C)C.C1(P(N=[N+]=[N-])(C2C=CC=CC=2)=[O:44])C=CC=CC=1.[CH3:54][C:55]1[C:56]([C@H:60]([OH:62])[CH3:61])=[CH:57][S:58][CH:59]=1. The catalyst is C1(C)C=CC=CC=1.C(OCC)(=O)C. The product is [CH2:1]([O:3][C:4]([C:6]1([C:9]2[CH:14]=[CH:13][C:12]([C:15]3[CH:20]=[CH:19][C:18]([C:21]4[S:22][C:23]([F:29])=[CH:36][C:35]=4[NH:32][C:33]([O:62][C@@H:60]([C:56]4[C:55]([CH3:54])=[CH:59][S:58][CH:57]=4)[CH3:61])=[O:44])=[CH:17][CH:16]=3)=[CH:11][CH:10]=2)[CH2:8][CH2:7]1)=[O:5])[CH3:2]. The yield is 0.930. (4) The reactants are [Br:1][C:2]1[C:3](=[O:31])[N:4]([CH2:19][C:20]2[N:21]=[CH:22][C:23]([C:26](OCC)=[O:27])=[N:24][CH:25]=2)[C:5]([CH3:18])=[CH:6][C:7]=1[O:8][CH2:9][C:10]1[CH:15]=[CH:14][C:13]([F:16])=[CH:12][C:11]=1[F:17].BrC1C(=O)NC(C)=CC=1OCC1C=CC(F)=CC=1F.BrCC1N=CC(C(OCC)=O)=NC=1.[H-].[Na+]. The catalyst is C1COCC1.C(O)(=O)C. The product is [Br:1][C:2]1[C:3](=[O:31])[N:4]([CH2:19][C:20]2[CH:25]=[N:24][C:23]([CH2:26][OH:27])=[CH:22][N:21]=2)[C:5]([CH3:18])=[CH:6][C:7]=1[O:8][CH2:9][C:10]1[CH:15]=[CH:14][C:13]([F:16])=[CH:12][C:11]=1[F:17]. The yield is 0.780. (5) The reactants are BrC1N(C)N=CC=1[C:8](O)=[O:9].[NH:11]1[CH:20]2[CH:15]([CH2:16][CH2:17][CH2:18][CH2:19]2)[CH2:14][CH2:13][CH2:12]1.C(N(C(C)C)CC)(C)C.C1CN([P+](Br)(N2CCCC2)N2CCCC2)CC1.F[P-](F)(F)(F)(F)F. The catalyst is ClCCl.CN(C)C=O. The product is [N:11]1([CH:8]=[O:9])[CH:20]2[CH:15]([CH2:16][CH2:17][CH2:18][CH2:19]2)[CH2:14][CH2:13][CH2:12]1. The yield is 0.820. (6) The reactants are Cl[C:2]1[N:7]=[CH:6][N:5]=[C:4]([NH2:8])[CH:3]=1.[CH3:9][O:10][C:11]1[CH:12]=[C:13](B(O)O)[CH:14]=[CH:15][CH:16]=1.C([O-])([O-])=O.[Na+].[Na+]. The catalyst is COCCOC.CCO.O.Cl[Pd](Cl)([P](C1C=CC=CC=1)(C1C=CC=CC=1)C1C=CC=CC=1)[P](C1C=CC=CC=1)(C1C=CC=CC=1)C1C=CC=CC=1. The product is [CH3:9][O:10][C:11]1[CH:16]=[C:15]([C:2]2[N:7]=[CH:6][N:5]=[C:4]([NH2:8])[CH:3]=2)[CH:14]=[CH:13][CH:12]=1. The yield is 0.700.